This data is from Full USPTO retrosynthesis dataset with 1.9M reactions from patents (1976-2016). The task is: Predict the reactants needed to synthesize the given product. Given the product [CH2:21]([N:20]([CH2:26][CH2:27][CH:28]([CH3:30])[CH3:29])[C:18]([C:5]1[N:6]=[C:7]2[N:8]([CH2:9][CH2:10][CH2:11][N:12]3[CH2:17][CH2:16][O:15][CH2:14][CH2:13]3)[C:32]([NH:31][C:34]3[CH:39]=[CH:38][C:37]([O:40][CH3:41])=[CH:36][CH:35]=3)=[N:1][C:2]2=[CH:3][CH:4]=1)=[O:19])[CH2:22][CH:23]([CH3:25])[CH3:24], predict the reactants needed to synthesize it. The reactants are: [NH2:1][C:2]1[CH:3]=[CH:4][C:5]([C:18]([N:20]([CH2:26][CH2:27][CH:28]([CH3:30])[CH3:29])[CH2:21][CH2:22][CH:23]([CH3:25])[CH3:24])=[O:19])=[N:6][C:7]=1[NH:8][CH2:9][CH2:10][CH2:11][N:12]1[CH2:17][CH2:16][O:15][CH2:14][CH2:13]1.[N:31]([C:34]1[CH:39]=[CH:38][C:37]([O:40][CH3:41])=[CH:36][CH:35]=1)=[C:32]=S.C1(N=C=NC2CCCCC2)CCCCC1.Cl.